This data is from Reaction yield outcomes from USPTO patents with 853,638 reactions. The task is: Predict the reaction yield, written as a fraction of the theoretical maximum amount of product (1.0 means a 100% yield; for example, 0.34 means a 34% yield). (1) The reactants are [CH3:1][C:2]1[S:3][CH:4]=[C:5]([CH3:24])[C:6]=1[C:7]1[C:8]([C:15]2[CH:20]=[CH:19][C:18]([O:21]C)=[CH:17][C:16]=2[F:23])=[N:9][N:10]([CH3:14])[C:11]=1[C:12]#[N:13].B(F)(F)F. The catalyst is C(Cl)Cl. The product is [CH3:1][C:2]1[S:3][CH:4]=[C:5]([CH3:24])[C:6]=1[C:7]1[C:8]([C:15]2[CH:20]=[CH:19][C:18]([OH:21])=[CH:17][C:16]=2[F:23])=[N:9][N:10]([CH3:14])[C:11]=1[C:12]#[N:13]. The yield is 0.430. (2) The reactants are [CH2:1]([N:3]1[C:8]2[N:9]=[C:10]([S:14][CH3:15])[N:11]=[C:12]([CH3:13])[C:7]=2[CH:6]=[CH:5][C:4]1=[O:16])[CH3:2].[Br:17]Br. The catalyst is C(Cl)Cl. The product is [Br:17][C:5]1[C:4](=[O:16])[N:3]([CH2:1][CH3:2])[C:8]2[N:9]=[C:10]([S:14][CH3:15])[N:11]=[C:12]([CH3:13])[C:7]=2[CH:6]=1. The yield is 0.830. (3) The reactants are C1(P(=O)(C2C=CC=CC=2)C2C=CC=CC=2)C=CC=CC=1.FC(F)(F)S(OS(C(F)(F)F)(=O)=O)(=O)=O.C([S:43][C:44]([CH3:79])([CH2:68][N:69]1[CH2:78][CH2:77][C:72]2([O:76][CH2:75][CH2:74][O:73]2)[CH2:71][CH2:70]1)[CH2:45][NH:46][C:47]([C:49]1[NH:50][C:51]2[C:56]([CH:57]=1)=[CH:55][CH:54]=[CH:53][C:52]=2[N:58]([CH3:67])[S:59]([C:62]1[S:63][CH:64]=[CH:65][CH:66]=1)(=[O:61])=[O:60])=O)C1C=CC=CC=1.CSC.C(=O)([O-])O.[Na+]. The catalyst is ClCCl. The product is [O:73]1[C:72]2([CH2:77][CH2:78][N:69]([CH2:68][C:44]3([CH3:79])[S:43][C:47]([C:49]4[NH:50][C:51]5[C:56]([CH:57]=4)=[CH:55][CH:54]=[CH:53][C:52]=5[N:58]([CH3:67])[S:59]([C:62]4[S:63][CH:64]=[CH:65][CH:66]=4)(=[O:60])=[O:61])=[N:46][CH2:45]3)[CH2:70][CH2:71]2)[O:76][CH2:75][CH2:74]1. The yield is 0.500. (4) The reactants are [Br:1][C:2]1[CH:3]=[C:4]([C:8]2([C:15]3[CH:20]=[CH:19][C:18]([O:21][CH3:22])=[CH:17][CH:16]=3)[C:12](=S)[S:11][C:10](=S)[NH:9]2)[CH:5]=[CH:6][CH:7]=1.[CH2:23]([NH2:26])[CH2:24][NH2:25]. No catalyst specified. The product is [Br:1][C:2]1[CH:3]=[C:4]([C:8]2([C:15]3[CH:20]=[CH:19][C:18]([O:21][CH3:22])=[CH:17][CH:16]=3)[C:12]3=[N:26][CH2:23][CH2:24][N:25]3[C:10](=[S:11])[NH:9]2)[CH:5]=[CH:6][CH:7]=1. The yield is 0.550. (5) The reactants are [CH2:1]([O:8][C:9]1[CH:14]=[CH:13][C:12](Br)=[CH:11][C:10]=1[N+:16]([O-:18])=[O:17])[C:2]1[CH:7]=[CH:6][CH:5]=[CH:4][CH:3]=1.[CH2:19]([Sn](CCCC)(CCCC)C=C)[CH2:20]CC. The catalyst is CN(C=O)C.C1C=CC([P]([Pd]([P](C2C=CC=CC=2)(C2C=CC=CC=2)C2C=CC=CC=2)([P](C2C=CC=CC=2)(C2C=CC=CC=2)C2C=CC=CC=2)[P](C2C=CC=CC=2)(C2C=CC=CC=2)C2C=CC=CC=2)(C2C=CC=CC=2)C2C=CC=CC=2)=CC=1. The product is [N+:16]([C:10]1[CH:11]=[C:12]([CH:19]=[CH2:20])[CH:13]=[CH:14][C:9]=1[O:8][CH2:1][C:2]1[CH:7]=[CH:6][CH:5]=[CH:4][CH:3]=1)([O-:18])=[O:17]. The yield is 0.940.